Dataset: Catalyst prediction with 721,799 reactions and 888 catalyst types from USPTO. Task: Predict which catalyst facilitates the given reaction. (1) Reactant: [CH2:1]([O:5][CH2:6][CH2:7][O:8][C:9]1[CH:14]=[CH:13][C:12]([C:15]2[CH:16]=[CH:17][C:18]3[N:24]([CH2:25][CH:26]([CH3:28])[CH3:27])[CH2:23][CH2:22][C:21]([C:29]([NH:31][C:32]4[CH:37]=[CH:36][C:35]([S:38][CH2:39][C:40]5[NH:41][CH:42]=[C:43]([CH2:45][C:46]([F:49])([F:48])[F:47])[N:44]=5)=[CH:34][CH:33]=4)=[O:30])=[CH:20][C:19]=3[CH:50]=2)=[CH:11][CH:10]=1)[CH2:2][CH2:3][CH3:4].ClC1C=CC=C(C(OO)=[O:59])C=1.S([O-])([O-])(=O)=S.[Na+].[Na+]. Product: [CH2:1]([O:5][CH2:6][CH2:7][O:8][C:9]1[CH:10]=[CH:11][C:12]([C:15]2[CH:16]=[CH:17][C:18]3[N:24]([CH2:25][CH:26]([CH3:27])[CH3:28])[CH2:23][CH2:22][C:21]([C:29]([NH:31][C:32]4[CH:37]=[CH:36][C:35]([S:38]([CH2:39][C:40]5[NH:41][CH:42]=[C:43]([CH2:45][C:46]([F:49])([F:47])[F:48])[N:44]=5)=[O:59])=[CH:34][CH:33]=4)=[O:30])=[CH:20][C:19]=3[CH:50]=2)=[CH:13][CH:14]=1)[CH2:2][CH2:3][CH3:4]. The catalyst class is: 4. (2) Reactant: [N+:1]([O-:4])([OH:3])=[O:2].C(O)(=O)C.[NH2:9][CH2:10][CH2:11][CH2:12][CH2:13][OH:14]. Product: [N+:1]([O-:4])([OH:3])=[O:2].[N+:1]([O:14][CH2:13][CH2:12][CH2:11][CH2:10][NH2:9])([O-:3])=[O:2]. The catalyst class is: 27.